This data is from Catalyst prediction with 721,799 reactions and 888 catalyst types from USPTO. The task is: Predict which catalyst facilitates the given reaction. (1) The catalyst class is: 1. Reactant: [S:1]1[CH:5]=[CH:4][C:3]([NH:6][C:7](=O)[CH2:8][CH2:9][CH2:10][CH3:11])=[CH:2]1.[H-].[H-].[H-].[H-].[Li+].[Al+3]. Product: [CH2:7]([NH:6][C:3]1[CH:4]=[CH:5][S:1][CH:2]=1)[CH2:8][CH2:9][CH2:10][CH3:11]. (2) Reactant: [Br:1][C:2]1[CH:3]=[C:4]([CH:29]=[CH:30][CH:31]=1)[O:5][CH:6]1[CH2:11][CH2:10][N:9]([C:12]2[N:17]=[N:16][C:15]([C:18]3[CH:19]=[N:20][CH:21]=[C:22]([CH:28]=3)[C:23]([O:25]CC)=[O:24])=[CH:14][CH:13]=2)[CH2:8][CH2:7]1.[OH-].[Na+]. Product: [Br:1][C:2]1[CH:3]=[C:4]([CH:29]=[CH:30][CH:31]=1)[O:5][CH:6]1[CH2:7][CH2:8][N:9]([C:12]2[N:17]=[N:16][C:15]([C:18]3[CH:19]=[N:20][CH:21]=[C:22]([CH:28]=3)[C:23]([OH:25])=[O:24])=[CH:14][CH:13]=2)[CH2:10][CH2:11]1. The catalyst class is: 5. (3) Reactant: [S:1]1[CH:5]=[CH:4][CH:3]=[C:2]1[CH2:6][CH2:7][C:8]([OH:10])=O.O=S(Cl)Cl.[Al+3].[Cl-].[Cl-].[Cl-]. Product: [S:1]1[CH:5]=[CH:4][C:3]2[C:8](=[O:10])[CH2:7][CH2:6][C:2]1=2. The catalyst class is: 4. (4) Reactant: [CH3:1][C:2]1[CH:7]=[CH:6][CH:5]=[C:4]([C:8]([F:11])([F:10])[F:9])[N+:3]=1[O-:12].[N+:13]([O-])([OH:15])=[O:14]. Product: [CH3:1][C:2]1[CH:7]=[C:6]([N+:13]([O-:15])=[O:14])[CH:5]=[C:4]([C:8]([F:9])([F:11])[F:10])[N+:3]=1[O-:12]. The catalyst class is: 82.